From a dataset of Experimentally validated miRNA-target interactions with 360,000+ pairs, plus equal number of negative samples. Binary Classification. Given a miRNA mature sequence and a target amino acid sequence, predict their likelihood of interaction. (1) The miRNA is hsa-miR-3140-5p with sequence ACCUGAAUUACCAAAAGCUUU. The protein sequence of the target gene is MAVTITLKTLQQQTFKIRMEPDETVKVLKEKIEAEKGRDAFPVAGQKLIYAGKILSDDVPIKEYHIDEKNFVVVMVTKAKAGQGIPAPPEASPTAVPEPSTPFPPVLASGMSHPPPTSREDKSPSEESTTTTSPESISGSVPSSGSSGREEDAASTLVTGSEYETMLTEIMSMGYERERVVAALRASYNNPHRAVEYLLTGIPGSPEPEHGSVQESQAPEQPATEAAGENPLEFLRDQPQFQNMRQVIQQNPALLPALLQQLGQENPQLLQQISRHQEQFIQMLNEPPGELADISDVEGE.... Result: 0 (no interaction). (2) The miRNA is hsa-miR-629-5p with sequence UGGGUUUACGUUGGGAGAACU. The protein sequence of the target gene is MGDTAKPYFVKRTKDRGTMDDDDFRRGHPQQDYLIIDDHAKGHGSKMEKGLQKKKITPGNYGNTPRKGPCAVSSNPYAFKNPIYSQPAWMNDSHKDQSKRWLSDEHTGNSDNWREFKPGPRIPVINRQRKDSFQENEDGYRWQDTRGCRTVRRLFHKDLTSLETTSEMEAGSPENKKQRSRPRKPRKTRNEENEQDGDLEGPVIDESVLSTKELLGLQQAEERLKRDCIDRLKRRPRNYPTAKYTCRLCDVLIESIAFAHKHIKEKRHKKNIKEKQEEELLTTLPPPTPSQINAVGIAID.... Result: 1 (interaction). (3) The miRNA is hsa-miR-664a-5p with sequence ACUGGCUAGGGAAAAUGAUUGGAU. The protein sequence of the target gene is MMKLKSNQTRTYDGDGYKKRAACLCFRSESEEEVLLVSSSRHPDRWIVPGGGMEPEEEPSVAAVREVCEEAGVKGTLGRLVGIFENQERKHRTYVYVLIVTEVLEDWEDSVNIGRKREWFKIEDAIKVLQYHKPVQASYFETLRQGYSANNGTPVVATTYSVSAQSSMSGIR. Result: 0 (no interaction). (4) The miRNA is hsa-miR-3615 with sequence UCUCUCGGCUCCUCGCGGCUC. The protein sequence of the target gene is MRGGRGAPFWLWPLPKLALLPLLWVLFQRTRPQGSAGPLQCYGVGPLGDLNCSWEPLGDLGAPSELHLQSQKYRSNKTQTVAVAAGRSWVAIPREQLTMSDKLLVWGTKAGQPLWPPVFVNLETQMKPNAPRLGPDVDFSEDDPLEATVHWAPPTWPSHKVLICQFHYRRCQEAAWTLLEPELKTIPLTPVEIQDLELATGYKVYGRCRMEKEEDLWGEWSPILSFQTPPSAPKDVWVSGNLCGTPGGEEPLLLWKAPGPCVQVSYKVWFWVGGRELSPEGITCCCSLIPSGAEWARVSA.... Result: 0 (no interaction). (5) The miRNA is hsa-miR-6764-5p with sequence UCCCAGGGUCUGGUCAGAGUUG. The protein sequence of the target gene is MSEQGDLNQAIAEEGGTEQETATPENGIVKSESLDEEEKLELQRRLEAQNQERRKSKSGAGKGKLTRSLAVCEESSARPGGESLQDQESIHLQLSSFSSLQEEDKSRKDDSEREKEKDKNKDKTSEKPKIRMLSKDCSQEYTDSTGIDLHEFLINTLKNNSRDRMILLKMEQEIIDFIADNNNHYKKFPQMSSYQRMLVHRVAAYFGLDHNVDQTGKSVIINKTSSTRIPEQRFCEHLKDEKGEESQKRFILKRDNSSIDKEDNQQNRMHPFRDDRRSKSIEEREEEYQRVRERIFAHDS.... Result: 0 (no interaction). (6) The miRNA is hsa-miR-548n with sequence CAAAAGUAAUUGUGGAUUUUGU. The protein sequence of the target gene is MSATSVDTQRTKGQDNKVQNGSLHQKDTVHDNDFEPYLTGQSNQSNSYPSMSDPYLSSYYPPSIGFPYSLNEAPWSTAGDPPIPYLTTYGQLSNGDHHFMHDAVFGQPGGLGNNIYQHRFNFFPENPAFSAWGTSGSQGQQTQSSAYGSSYTYPPSSLGGTVVDGQPGFHSDTLSKAPGMNSLEQGMVGLKIGDVSSSAVKTVGSVVSSVALTGVLSGNGGTNVNMPVSKPTSWAAIASKPAKPQPKMKTKSGPVMGGGLPPPPIKHNMDIGTWDNKGPVPKAPVPQQAPSPQAAPQPQQ.... Result: 1 (interaction). (7) The miRNA is rno-miR-322-5p with sequence CAGCAGCAAUUCAUGUUUUGGA. The protein sequence of the target gene is MFIWTSGRTSSSYRQDEKRNIYQKIRDHDLLDKRKTVTALKAGEDRAILLGLAMMVCSIMMYFLLGITLLRSYMQSVWTEEAQCALLNVSITETFNCSFSCGPDCWKLSQYPCLQVYVNLTSSGERLLLYHTEETMKINQKCSYIPKCGNNFEESMSLVSVVMENFRRHQHFPCYSDPEGNQKSVILTKLYSSNVLFHSLFWPTCMMAGGVAIVAMVKLTQYLSLLCERIQRINR. Result: 0 (no interaction). (8) The miRNA is hsa-miR-183-3p with sequence GUGAAUUACCGAAGGGCCAUAA. The protein sequence of the target gene is MLAATCNKIGSPSPSPSSLSDSSSSFGKGFHPWKRSSSSSSGSCNVVGSSLSSFGVSGASRNGGSSSAAAAAAAAAAAAAALVSDSFSCGGSPGSSAFSLTSSSAAAAAAAAAAAASSSPFANDYSVFQAPGVSGGSGGGGGGGGGGSGAHSQDSSHQPVFISKVHTSVDGLQGIYPRVGMAHPYESWFKPSHPGLGAAADVGSAGASSWWDVGAGWIDVQNPNGAAALPGSLHPAAGGLQTSLHSPLGGYNSDYSGLSHSAFSSGASSHLLSPAGQHLMDGFKPVLPGSYPDSAPSPLA.... Result: 0 (no interaction). (9) The miRNA is hsa-miR-6849-3p with sequence ACCAGCCUGUGUCCACCUCCAG. The protein sequence of the target gene is MKGTGIMDCAPKALLARALYDNCPDCSDELAFSRGDILTILEQHVPESEGWWKCLLHGRQGLAPANRLQILTEVAADRPCPPFLRGLEEAPASSEETYQVPTLPRPPTPGPVYEQMRSWAEGPQPPTAQVYEFPDPPTSARIICEKTLSFPKQAILTLPRPVRASLPTLPSQVYDVPTQHRGPVVLKEPEKQQLYDIPASPKKAGLHPPDSQASGQGVPLISVTTLRRGGYSTLPNPQKSEWIYDTPVSPGKASVRNTPLTSFAEESRPHALPSSSSTFYNPPSGRSRSLTPQLNNNVPM.... Result: 1 (interaction). (10) The miRNA is hsa-miR-4431 with sequence GCGACUCUGAAAACUAGAAGGU. The protein sequence of the target gene is MGELRFKHLFWGSFVESGGTFQTVLIFLLIPCSLTVDYRAAPILSNTTFLWIWNVPTERCVGNVNDPIDLSFFSLIGSPRKTATGQPVTLFYVDRLGLYPHIDANQAEHYGGIPQRGDYQAHLRKAKTDIEHYIPDDKLGLAIIDWEEWRPTWLRNWKPKDNYRNKSIELVQSTNPGLSITEATQKAIQQFEEAGRKFMEGTLHLGKFLRPNQLWGYYLFPDCYNNKFQDPKYDGQCPAVEKKRNDNLKWLWKASTGLYPSVYLKKDLKSNRQATLYVRYRVVEAIRVSKVGNASDPVPI.... Result: 0 (no interaction).